This data is from Retrosynthesis with 50K atom-mapped reactions and 10 reaction types from USPTO. The task is: Predict the reactants needed to synthesize the given product. (1) Given the product CCn1cc(-c2ccc(Cl)cc2Cl)nc1/C=C/c1ccc(-c2ccc(Oc3ccc(C(=O)OC)c(Br)c3)cc2)cc1, predict the reactants needed to synthesize it. The reactants are: CCn1cc(-c2ccc(Cl)cc2Cl)nc1/C=C/c1ccc(-c2ccc(O)cc2)cc1.COC(=O)c1ccc(F)cc1Br. (2) Given the product O=[N+]([O-])c1ccc(F)cc1-c1ccc(Cl)cc1Cl, predict the reactants needed to synthesize it. The reactants are: O=[N+]([O-])c1ccc(F)cc1Br.OB(O)c1ccc(Cl)cc1Cl. (3) Given the product CNc1cc(Oc2ccnc(OC)c2)ccc1N, predict the reactants needed to synthesize it. The reactants are: CNc1cc(Oc2ccnc(OC)c2)ccc1[N+](=O)[O-]. (4) Given the product CON=C1CN(C(=O)OCc2ccccc2)CC1CN, predict the reactants needed to synthesize it. The reactants are: CON=C1CN(C(=O)OCc2ccccc2)CC1CN=[N+]=[N-]. (5) The reactants are: C#Cc1ccccc1.N#Cc1ccc(NC(=O)C(=O)C2CCCCC2)cc1Cl. Given the product N#Cc1ccc(NC(=O)C(O)(C#Cc2ccccc2)C2CCCCC2)cc1Cl, predict the reactants needed to synthesize it. (6) The reactants are: O=[N+]([O-])c1ccc(Oc2ccnc(Cl)n2)c(F)c1. Given the product Nc1ccc(Oc2ccnc(Cl)n2)c(F)c1, predict the reactants needed to synthesize it. (7) Given the product O=C(NC(Cc1ccc(C(F)(F)F)cc1)C(O)c1ccc(F)cc1F)c1ccc(F)c2ccccc12, predict the reactants needed to synthesize it. The reactants are: NC(Cc1ccc(C(F)(F)F)cc1)C(O)c1ccc(F)cc1F.O=C(O)c1ccc(F)c2ccccc12.